Dataset: Catalyst prediction with 721,799 reactions and 888 catalyst types from USPTO. Task: Predict which catalyst facilitates the given reaction. (1) Reactant: [N:1]1([CH2:6][CH2:7][CH2:8][NH2:9])[CH:5]=[CH:4][N:3]=[CH:2]1.[CH3:10][C:11]1[CH:18]=[CH:17][C:14]([CH:15]=O)=[CH:13][CH:12]=1.C([O:21][C:22](=O)[C:23](=[O:31])[CH2:24][C:25]1[CH:30]=[CH:29][CH:28]=[CH:27][CH:26]=1)C. Product: [OH:31][C:23]1[C:22](=[O:21])[N:9]([CH2:8][CH2:7][CH2:6][N:1]2[CH:5]=[CH:4][N:3]=[CH:2]2)[CH:15]([C:14]2[CH:17]=[CH:18][C:11]([CH3:10])=[CH:12][CH:13]=2)[C:24]=1[C:25]1[CH:30]=[CH:29][CH:28]=[CH:27][CH:26]=1. The catalyst class is: 8. (2) Reactant: [NH:1]1[C:9]2[C:4](=[CH:5][CH:6]=[CH:7][CH:8]=2)[CH:3]=[C:2]1[CH:10]=O.Cl.[Cl:13][C:14]1[CH:19]=[CH:18][CH:17]=[C:16]([F:20])[C:15]=1[CH:21]1[CH2:26][CH2:25][NH:24][CH2:23][CH2:22]1.C(O[Na])(C)=O.C([BH3-])#N. Product: [Cl:13][C:14]1[CH:19]=[CH:18][CH:17]=[C:16]([F:20])[C:15]=1[CH:21]1[CH2:22][CH2:23][N:24]([CH2:10][C:2]2[NH:1][C:9]3[C:4]([CH:3]=2)=[CH:5][CH:6]=[CH:7][CH:8]=3)[CH2:25][CH2:26]1. The catalyst class is: 467. (3) Reactant: [C:1]([O:5][C:6]([N:8]([CH3:13])[CH2:9][C:10]([OH:12])=[O:11])=[O:7])([CH3:4])([CH3:3])[CH3:2].C1(N=C=NC2CCCCC2)CCCCC1.[CH2:29]([N:36]1[C:48]2[C:47]3[CH:46]=[CH:45][CH:44]=[CH:43][C:42]=3[N:41]=[C:40](N)[C:39]=2[N:38]=[CH:37]1)[C:30]1[CH:35]=[CH:34][CH:33]=[CH:32][CH:31]=1. Product: [C:6]([N:8]([CH2:9][C:10]([OH:12])=[O:11])[CH3:13])([O:5][C:1]([CH3:3])([CH3:4])[CH3:2])=[O:7].[CH2:29]([N:36]1[C:48]2[C:47]3[CH:46]=[CH:45][CH:44]=[CH:43][C:42]=3[N:41]=[C:40]([C:6]([NH2:8])=[O:5])[C:39]=2[N:38]=[CH:37]1)[C:30]1[CH:35]=[CH:34][CH:33]=[CH:32][CH:31]=1. The catalyst class is: 66. (4) Reactant: [CH2:1]([O:3][C:4]([C:6]1[S:7][C:8]([CH2:25][CH3:26])=[C:9](C#N)[C:10]=1[C:11]1[CH:16]=[CH:15][C:14]([C:17]2[S:18][CH:19]=[CH:20][C:21]=2N)=[CH:13][CH:12]=1)=[O:5])[CH3:2].[CH2:27]=O.[C:29]([BH3-])#[N:30].[Na+].C(O)(=O)C.[C:37](#[N:39])C. Product: [CH2:1]([O:3][C:4]([C:6]1[S:7][C:8]([CH2:25][CH3:26])=[C:9]([C:29]#[N:30])[C:10]=1[C:11]1[CH:16]=[CH:15][C:14]([C:17]2[S:18][CH:19]=[CH:20][C:21]=2[N:39]([CH3:37])[CH3:27])=[CH:13][CH:12]=1)=[O:5])[CH3:2]. The catalyst class is: 6. (5) Reactant: N1([O:10][C:11]2[C:12]3[N:33]=[C:32]([C:34]4[CH:39]=[CH:38][C:37]([F:40])=[CH:36][CH:35]=4)[CH:31]=[CH:30][C:13]=3[N:14]=[C:15]([NH:17][C@@H:18]([C:20]3[CH:25]=[CH:24][C:23]([S:26]([NH2:29])(=[O:28])=[O:27])=[CH:22][CH:21]=3)[CH3:19])[N:16]=2)C2C=CC=CC=2N=N1.[CH:41]1(O)[CH2:43][CH2:42]1. Product: [F:40][C:37]1[CH:38]=[CH:39][C:34]([C:32]2[CH:31]=[CH:30][C:13]3[N:14]=[C:15]([NH:17][C@@H:18]([C:20]4[CH:21]=[CH:22][C:23]([S:26]([NH2:29])(=[O:28])=[O:27])=[CH:24][CH:25]=4)[CH3:19])[N:16]=[C:11]([O:10][CH:41]4[CH2:43][CH2:42]4)[C:12]=3[N:33]=2)=[CH:35][CH:36]=1. The catalyst class is: 57. (6) Reactant: [O:1]=[C:2]1[N:11]([CH:12]2[CH2:17][CH2:16][N:15]([C:18]([O:20][CH:21]([C:33]3[CH:38]=[CH:37][CH:36]=[C:35]([O:39]C(C)(C)C)[N:34]=3)[CH2:22][C:23]3[CH:24]=[C:25]4[C:29](=[C:30]([CH3:32])[CH:31]=3)[NH:28][N:27]=[CH:26]4)=[O:19])[CH2:14][CH2:13]2)[CH2:10][C:9]2[C:4](=[CH:5][CH:6]=[CH:7][CH:8]=2)[NH:3]1.C(O)=O. Product: [O:1]=[C:2]1[N:11]([CH:12]2[CH2:17][CH2:16][N:15]([C:18]([O:20][CH:21]([C:33]3[NH:34][C:35](=[O:39])[CH:36]=[CH:37][CH:38]=3)[CH2:22][C:23]3[CH:24]=[C:25]4[C:29](=[C:30]([CH3:32])[CH:31]=3)[NH:28][N:27]=[CH:26]4)=[O:19])[CH2:14][CH2:13]2)[CH2:10][C:9]2[C:4](=[CH:5][CH:6]=[CH:7][CH:8]=2)[NH:3]1. The catalyst class is: 6. (7) Reactant: [C:1]([C:5]1[CH:9]=[C:8]([NH:10][C:11](=[O:18])[O:12][CH2:13][C:14]([Cl:17])([Cl:16])[Cl:15])[N:7]([C:19]2[CH:24]=[CH:23][CH:22]=[C:21]([N+:25]([O-])=O)[CH:20]=2)[N:6]=1)([CH3:4])([CH3:3])[CH3:2].[CH3:28][C:29](OC(C)=O)=[O:30]. Product: [C:29]([NH:25][C:21]1[CH:20]=[C:19]([N:7]2[C:8]([NH:10][C:11](=[O:18])[O:12][CH2:13][C:14]([Cl:17])([Cl:16])[Cl:15])=[CH:9][C:5]([C:1]([CH3:4])([CH3:3])[CH3:2])=[N:6]2)[CH:24]=[CH:23][CH:22]=1)(=[O:30])[CH3:28]. The catalyst class is: 99. (8) Reactant: [CH3:1][O:2][C:3](=[O:12])[C:4]1[CH:9]=[CH:8][C:7]([NH2:10])=[C:6]([NH2:11])[CH:5]=1.[CH:13]([CH:15]=O)=O.O. Product: [N:10]1[C:7]2[C:6](=[CH:5][C:4]([C:3]([O:2][CH3:1])=[O:12])=[CH:9][CH:8]=2)[N:11]=[CH:15][CH:13]=1. The catalyst class is: 32. (9) Reactant: [NH:1]1[C:5]([C:6]2[CH:7]=[C:8]([NH:12][C:13]([C:15]3([CH3:21])[CH2:20][CH2:19][NH:18][CH2:17][CH2:16]3)=[O:14])[CH:9]=[CH:10][CH:11]=2)=[N:4][N:3]=[N:2]1.Cl[C:23]1[C:24]2[C:31]([CH3:32])=[CH:30][NH:29][C:25]=2[N:26]=[CH:27][N:28]=1.C(N(CC)C(C)C)(C)C.C(O)(C)C. The catalyst class is: 16. Product: [NH:4]1[C:5]([C:6]2[CH:7]=[C:8]([NH:12][C:13]([C:15]3([CH3:21])[CH2:20][CH2:19][N:18]([C:23]4[C:24]5[C:31]([CH3:32])=[CH:30][NH:29][C:25]=5[N:26]=[CH:27][N:28]=4)[CH2:17][CH2:16]3)=[O:14])[CH:9]=[CH:10][CH:11]=2)=[N:1][N:2]=[N:3]1.